Dataset: Catalyst prediction with 721,799 reactions and 888 catalyst types from USPTO. Task: Predict which catalyst facilitates the given reaction. (1) Reactant: [C:1]([C:3]1[CH:8]=[CH:7][C:6]([C:9]2[CH:13]=[CH:12][N:11]([CH2:14][CH2:15][NH:16]C(=O)OC(C)(C)C)[N:10]=2)=[CH:5][C:4]=1[N+:24]([O-:26])=[O:25])#[N:2]. Product: [NH2:16][CH2:15][CH2:14][N:11]1[CH:12]=[CH:13][C:9]([C:6]2[CH:7]=[CH:8][C:3]([C:1]#[N:2])=[C:4]([N+:24]([O-:26])=[O:25])[CH:5]=2)=[N:10]1. The catalyst class is: 2. (2) Reactant: [CH2:1]([O:3][C:4](=[O:21])[CH:5]=[C:6]1[CH2:12][CH:11]2[N:13]([C:14]([O:16][C:17]([CH3:20])([CH3:19])[CH3:18])=[O:15])[CH:8]([CH2:9][CH2:10]2)[CH2:7]1)[CH3:2].[H][H]. Product: [CH2:1]([O:3][C:4](=[O:21])[CH2:5][CH:6]1[CH2:12][CH:11]2[N:13]([C:14]([O:16][C:17]([CH3:20])([CH3:19])[CH3:18])=[O:15])[CH:8]([CH2:9][CH2:10]2)[CH2:7]1)[CH3:2]. The catalyst class is: 256. (3) Reactant: [N:1]1[C:10]2[NH:9][CH2:8][CH2:7][CH2:6][C:5]=2[CH:4]=[CH:3][C:2]=1[CH2:11][CH2:12][CH2:13][CH2:14][C:15](=[O:28])/[CH:16]=[CH:17]/[C:18]1[CH:19]=[N:20][C:21]([C:24]([F:27])([F:26])[F:25])=[N:22][CH:23]=1.[H-].[H-].[H-].[H-].[Li+].[Al+3].O.[OH-].[Na+]. Product: [N:1]1[C:10]2[NH:9][CH2:8][CH2:7][CH2:6][C:5]=2[CH:4]=[CH:3][C:2]=1[CH2:11][CH2:12][CH2:13][CH2:14][CH:15]([OH:28])/[CH:16]=[CH:17]/[C:18]1[CH:19]=[N:20][C:21]([C:24]([F:27])([F:25])[F:26])=[N:22][CH:23]=1. The catalyst class is: 1.